From a dataset of NCI-60 drug combinations with 297,098 pairs across 59 cell lines. Regression. Given two drug SMILES strings and cell line genomic features, predict the synergy score measuring deviation from expected non-interaction effect. Drug 1: C1CC(=O)NC(=O)C1N2CC3=C(C2=O)C=CC=C3N. Drug 2: CC(C1=C(C=CC(=C1Cl)F)Cl)OC2=C(N=CC(=C2)C3=CN(N=C3)C4CCNCC4)N. Cell line: HCT116. Synergy scores: CSS=14.8, Synergy_ZIP=-6.72, Synergy_Bliss=-5.27, Synergy_Loewe=-5.64, Synergy_HSA=-5.58.